Dataset: Catalyst prediction with 721,799 reactions and 888 catalyst types from USPTO. Task: Predict which catalyst facilitates the given reaction. (1) Reactant: Cl[C:2]1[C:3]2[C:4](=[CH:15][N:16](CC3C=CC(OC)=CC=3)[N:17]=2)[N:5]=[C:6]([C:8]2[CH:13]=[CH:12][CH:11]=[C:10]([F:14])[CH:9]=2)[N:7]=1.[O:27]1[CH2:32][CH2:31][N:30]([C:33]2[CH:39]=[CH:38][C:36]([NH2:37])=[CH:35][CH:34]=2)[CH2:29][CH2:28]1.Cl. Product: [F:14][C:10]1[CH:9]=[C:8]([C:6]2[N:7]=[C:2]([NH:37][C:36]3[CH:35]=[CH:34][C:33]([N:30]4[CH2:31][CH2:32][O:27][CH2:28][CH2:29]4)=[CH:39][CH:38]=3)[C:3]3[NH:17][N:16]=[CH:15][C:4]=3[N:5]=2)[CH:13]=[CH:12][CH:11]=1. The catalyst class is: 71. (2) Reactant: [CH3:1][C@H:2]([OH:9])[CH2:3][CH2:4][CH2:5][CH2:6][CH2:7][CH3:8].C1(P(C2C=CC=CC=2)C2C=CC=CC=2)C=CC=CC=1.[C:29](O)(=[O:36])[C:30]1[CH:35]=[CH:34][CH:33]=[CH:32][CH:31]=1.COCCOC(N=NC(OCCOC)=O)=O. Product: [C:29]([O:9][C@@H:2]([CH2:3][CH2:4][CH2:5][CH2:6][CH2:7][CH3:8])[CH3:1])(=[O:36])[C:30]1[CH:35]=[CH:34][CH:33]=[CH:32][CH:31]=1.[CH3:1][C@H:2]([OH:9])[CH2:3][CH2:4][CH2:5][CH2:6][CH2:7][CH3:8]. The catalyst class is: 20. (3) Reactant: [Br:1][C:2]1[C:10]2[N:9]=[N:8][N:7]([CH2:11][CH:12]3[CH2:14][CH2:13]3)[C:6]=2[CH:5]=[CH:4][C:3]=1[O:15][C:16]1[C:21]([CH:22]=O)=[CH:20][C:19]([Cl:24])=[CH:18][N:17]=1.[CH3:25][S:26]([N:29]1[CH2:34][CH2:33][NH:32][CH2:31][CH2:30]1)(=[O:28])=[O:27].C(O)(=O)C.C(O[BH-](OC(=O)C)OC(=O)C)(=O)C.[Na+]. Product: [Br:1][C:2]1[C:10]2[N:9]=[N:8][N:7]([CH2:11][CH:12]3[CH2:14][CH2:13]3)[C:6]=2[CH:5]=[CH:4][C:3]=1[O:15][C:16]1[C:21]([CH2:22][N:32]2[CH2:33][CH2:34][N:29]([S:26]([CH3:25])(=[O:28])=[O:27])[CH2:30][CH2:31]2)=[CH:20][C:19]([Cl:24])=[CH:18][N:17]=1. The catalyst class is: 68. (4) Reactant: [CH3:1][C:2]([CH3:7])=[CH:3][C:4](=[O:6])[CH3:5].[Si:8](OS(C(F)(F)F)(=O)=O)([CH2:13][CH3:14])([CH2:11][CH3:12])[CH2:9][CH3:10].CCN(CC)CC. Product: [CH2:9]([Si:8]([CH2:13][CH3:14])([CH2:11][CH3:12])[O:6][C:4]([CH:3]=[C:2]([CH3:7])[CH3:1])=[CH2:5])[CH3:10]. The catalyst class is: 2.